This data is from Full USPTO retrosynthesis dataset with 1.9M reactions from patents (1976-2016). The task is: Predict the reactants needed to synthesize the given product. (1) Given the product [CH3:26][O:25][C:22]1[CH:23]=[CH:24][C:19]2[CH2:18][C@@H:14]([CH2:15][C:65]([O:68][CH3:58])=[O:66])[C:34](=[O:36])[N:28]([CH2:29][C:30]([F:33])([F:32])[F:31])[CH2:27][C:20]=2[CH:21]=1, predict the reactants needed to synthesize it. The reactants are: C([C@@H]1COC(=O)N1[C@:14](CC(OC)=O)([CH2:18][C:19]1[CH:24]=[CH:23][C:22]([O:25][CH3:26])=[CH:21][C:20]=1[CH2:27][N:28]([C:34]([O:36]C(C)(C)C)=O)[CH2:29][C:30]([F:33])([F:32])[F:31])[C:15](N)=O)C1C=CC=CC=1.OO.O[Li].O.S([O-])([O-])=O.[Na+].[Na+].Cl.[CH2:58](N(CC)CC)C.[C:65]([O-:68])(O)=[O:66].[Na+].C1(P(N=[N+]=[N-])(C2C=CC=CC=2)=O)C=CC=CC=1. (2) Given the product [Cl:33][C:30]1[CH:31]=[CH:32][C:27]([O:26][C:24]([N:16]2[C:17]3[C:13](=[CH:12][C:11]([CH2:10][CH2:9][CH2:8][CH2:7][CH2:6][N:4]([CH2:1][CH:2]=[CH2:3])[CH3:5])=[CH:19][CH:18]=3)[CH2:14][CH2:15]2)=[O:25])=[CH:28][CH:29]=1, predict the reactants needed to synthesize it. The reactants are: [CH2:1]([N:4]([CH2:6][CH2:7][CH2:8][CH2:9][CH2:10][C:11]1[CH:12]=[C:13]2[C:17](=[CH:18][CH:19]=1)[NH:16][CH2:15][CH2:14]2)[CH3:5])[CH:2]=[CH2:3].C(Cl)Cl.Cl[C:24]([O:26][C:27]1[CH:32]=[CH:31][C:30]([Cl:33])=[CH:29][CH:28]=1)=[O:25].